This data is from Peptide-MHC class II binding affinity with 134,281 pairs from IEDB. The task is: Regression. Given a peptide amino acid sequence and an MHC pseudo amino acid sequence, predict their binding affinity value. This is MHC class II binding data. (1) The peptide sequence is ERKLHQQGRCRTCVY. The MHC is DRB3_0301 with pseudo-sequence DRB3_0301. The binding affinity (normalized) is 0.476. (2) The binding affinity (normalized) is 0. The peptide sequence is DGCWYPMEIRPRKTH. The MHC is DRB3_0202 with pseudo-sequence DRB3_0202. (3) The peptide sequence is AEHQAIVRDVLAAGD. The MHC is DRB1_1302 with pseudo-sequence DRB1_1302. The binding affinity (normalized) is 0.419. (4) The peptide sequence is QPNLKALREKVLGLP. The MHC is HLA-DPA10301-DPB10402 with pseudo-sequence HLA-DPA10301-DPB10402. The binding affinity (normalized) is 0.444. (5) The peptide sequence is GGSILKISNKFHTKG. The MHC is DRB1_0401 with pseudo-sequence DRB1_0401. The binding affinity (normalized) is 0.590. (6) The peptide sequence is KRWIILGLNKIVRMYSPTSI. The MHC is DRB1_1101 with pseudo-sequence DRB1_1101. The binding affinity (normalized) is 0.773.